Dataset: Forward reaction prediction with 1.9M reactions from USPTO patents (1976-2016). Task: Predict the product of the given reaction. (1) Given the reactants [Br:1][C:2]1[CH:3]=[N:4][NH:5][C:6]=1[C:7]([O:9][CH2:10][CH3:11])=[O:8].Cl[C:13]([F:18])([F:17])C([O-])=O.[Na+].C1OCCOCCOCCOCCOCCOC1.C([O-])([O-])=O.[K+].[K+], predict the reaction product. The product is: [Br:1][C:2]1[C:6]([C:7]([O:9][CH2:10][CH3:11])=[O:8])=[N:5][N:4]([CH:13]([F:18])[F:17])[CH:3]=1. (2) Given the reactants [CH3:1][N:2]1[CH:7]=[C:6](B2OC(C)(C)C(C)(C)O2)[CH:5]=[C:4]([NH:17][C:18]2[CH:23]=[CH:22][C:21]([C:24]([N:26]3[CH2:31][CH2:30][O:29][CH2:28][CH2:27]3)=[O:25])=[CH:20][N:19]=2)[C:3]1=[O:32].Br[C:34]1[C:35]([CH3:54])=[C:36]([N:40]2[CH:49]=[CH:48][C:47]3[C:42](=[CH:43][CH:44]=[C:45]([N:50]([CH3:52])[CH3:51])[CH:46]=3)[C:41]2=[O:53])[CH:37]=[CH:38][CH:39]=1.P([O-])([O-])([O-])=O.[K+].[K+].[K+], predict the reaction product. The product is: [CH3:51][N:50]([CH3:52])[C:45]1[CH:46]=[C:47]2[C:42](=[CH:43][CH:44]=1)[C:41](=[O:53])[N:40]([C:36]1[CH:37]=[CH:38][CH:39]=[C:34]([C:6]3[CH:5]=[C:4]([NH:17][C:18]4[CH:23]=[CH:22][C:21]([C:24]([N:26]5[CH2:27][CH2:28][O:29][CH2:30][CH2:31]5)=[O:25])=[CH:20][N:19]=4)[C:3](=[O:32])[N:2]([CH3:1])[CH:7]=3)[C:35]=1[CH3:54])[CH:49]=[CH:48]2. (3) Given the reactants [NH:1]1[C:36]2[C:9]3[NH:10][C:11]4[C:16]([C:8]=3[CH2:7][CH2:6][CH2:5][C:4]=2[CH:3]=[N:2]1)=[CH:15][C:14]([C:17]([N:19]1[CH2:24][CH2:23][C:22]([C:26]2[CH:31]=[CH:30][CH:29]=[C:28]([C:32]([F:35])([F:34])[F:33])[CH:27]=2)([OH:25])[CH2:21][CH2:20]1)=[O:18])=[CH:13][CH:12]=4.[CH3:37][S:38](O)(=[O:40])=[O:39], predict the reaction product. The product is: [CH3:37][S:38]([O:25][C:22]1([C:26]2[CH:31]=[CH:30][CH:29]=[C:28]([C:32]([F:33])([F:34])[F:35])[CH:27]=2)[CH2:21][CH2:20][N:19]([C:17]([C:14]2[CH:15]=[C:16]3[C:11](=[CH:12][CH:13]=2)[NH:10][C:9]2[C:36]4[NH:1][N:2]=[CH:3][C:4]=4[CH2:5][CH2:6][CH2:7][C:8]3=2)=[O:18])[CH2:24][CH2:23]1)(=[O:40])=[O:39]. (4) Given the reactants [CH2:1]([O:4][C:5]1[C:16]([O:17][CH3:18])=[C:15]([NH:19][C:20](=[O:46])[C:21]2[CH:26]=[CH:25][C:24]([NH:27][S:28]([C:31]3[CH:36]=[CH:35][C:34]([N+:37]([O-])=O)=[CH:33][CH:32]=3)(=[O:30])=[O:29])=[C:23]([O:40][CH3:41])[C:22]=2[O:42][CH2:43][CH:44]=[CH2:45])[CH:14]=[CH:13][C:6]=1[C:7]([O:9][CH2:10][CH:11]=[CH2:12])=[O:8])[CH:2]=[CH2:3].Cl[Sn]Cl.O, predict the reaction product. The product is: [CH2:1]([O:4][C:5]1[C:16]([O:17][CH3:18])=[C:15]([NH:19][C:20](=[O:46])[C:21]2[CH:26]=[CH:25][C:24]([NH:27][S:28]([C:31]3[CH:36]=[CH:35][C:34]([NH2:37])=[CH:33][CH:32]=3)(=[O:29])=[O:30])=[C:23]([O:40][CH3:41])[C:22]=2[O:42][CH2:43][CH:44]=[CH2:45])[CH:14]=[CH:13][C:6]=1[C:7]([O:9][CH2:10][CH:11]=[CH2:12])=[O:8])[CH:2]=[CH2:3].